Dataset: Catalyst prediction with 721,799 reactions and 888 catalyst types from USPTO. Task: Predict which catalyst facilitates the given reaction. (1) Reactant: B(O)(O)O.[CH3:5][O:6][C:7]1[CH:8]=[C:9]([C:15](=[O:29])[CH:16]([C:21]2[CH:26]=[CH:25][C:24]([O:27][CH3:28])=[CH:23][CH:22]=2)C(OC)=O)[CH:10]=[C:11]([O:13][CH3:14])[CH:12]=1. Product: [CH3:5][O:6][C:7]1[CH:8]=[C:9]([C:15](=[O:29])[CH2:16][C:21]2[CH:26]=[CH:25][C:24]([O:27][CH3:28])=[CH:23][CH:22]=2)[CH:10]=[C:11]([O:13][CH3:14])[CH:12]=1. The catalyst class is: 237. (2) Product: [CH3:1][S:2]([C:4]1[CH:5]=[CH:6][C:7]([CH:10]2[CH2:11][CH2:12][CH:13]([O:16][CH2:17][CH:18]3[CH2:23][CH2:22][N:21]([C:24]([O:26][C:27]([CH3:30])([CH3:29])[CH3:28])=[O:25])[CH2:20][CH2:19]3)[CH2:14][CH2:15]2)=[CH:8][CH:9]=1)=[O:3].[CH3:1][S:2][C:4]1[CH:5]=[CH:6][C:7]([CH:10]2[CH2:11][CH2:12][CH:13]([O:16][CH2:17][CH:18]3[CH2:23][CH2:22][N:21]([C:24]([O:26][C:27]([CH3:30])([CH3:29])[CH3:28])=[O:25])[CH2:20][CH2:19]3)[CH2:14][CH2:15]2)=[CH:8][CH:9]=1. The catalyst class is: 50. Reactant: [CH3:1][S:2]([C:4]1[CH:9]=[CH:8][C:7]([C:10]2[CH2:15][CH2:14][CH:13]([O:16][CH2:17][CH:18]3[CH2:23][CH2:22][N:21]([C:24]([O:26][C:27]([CH3:30])([CH3:29])[CH3:28])=[O:25])[CH2:20][CH2:19]3)[CH2:12][CH:11]=2)=[CH:6][CH:5]=1)=[O:3].[H][H]. (3) Reactant: Cl.[N+:2]([C:5]1[CH:13]=[CH:12][C:8]([C:9]([NH2:11])=[NH:10])=[CH:7][CH:6]=1)([O-:4])=[O:3].C([O-])(O)=O.[Na+].C1COCC1.Br[CH2:25][C:26]([C:28]1[CH:37]=[CH:36][C:31]([C:32]([O:34][CH3:35])=[O:33])=[CH:30][CH:29]=1)=O. Product: [N+:2]([C:5]1[CH:6]=[CH:7][C:8]([C:9]2[NH:11][C:26]([C:28]3[CH:37]=[CH:36][C:31]([C:32]([O:34][CH3:35])=[O:33])=[CH:30][CH:29]=3)=[CH:25][N:10]=2)=[CH:12][CH:13]=1)([O-:4])=[O:3]. The catalyst class is: 6. (4) The catalyst class is: 2. Product: [F:24][CH:10]([F:9])[O:11][C:12]1[CH:17]=[CH:16][CH:15]=[CH:14][C:13]=1[CH:18]1[CH2:23][CH2:22][CH2:21][N:20]([C:37]([C:36]2[CH:40]=[CH:41][N:42]=[C:34]([N:33]([CH3:43])[CH3:32])[CH:35]=2)=[O:38])[CH2:19]1. Reactant: CCCP(O)(O)=O.Cl.[F:9][CH:10]([F:24])[O:11][C:12]1[CH:17]=[CH:16][CH:15]=[CH:14][C:13]=1[CH:18]1[CH2:23][CH2:22][CH2:21][NH:20][CH2:19]1.C(N(CC)CC)C.[CH3:32][N:33]([CH3:43])[C:34]1[CH:35]=[C:36]([CH:40]=[CH:41][N:42]=1)[C:37](O)=[O:38].